Predict the reactants needed to synthesize the given product. From a dataset of Full USPTO retrosynthesis dataset with 1.9M reactions from patents (1976-2016). Given the product [C:5]([O:9][C:10]([N:12]([CH3:29])[CH2:13][CH:14]([C:15]([OH:20])([C:3]#[CH:4])[C:16]([O:18][CH3:19])=[O:17])[O:21][Si:22]([C:25]([CH3:26])([CH3:27])[CH3:28])([CH3:24])[CH3:23])=[O:11])([CH3:6])([CH3:7])[CH3:8], predict the reactants needed to synthesize it. The reactants are: Br[Mg][C:3]#[CH:4].[C:5]([O:9][C:10]([N:12]([CH3:29])[CH2:13][CH:14]([O:21][Si:22]([C:25]([CH3:28])([CH3:27])[CH3:26])([CH3:24])[CH3:23])[C:15](=[O:20])[C:16]([O:18][CH3:19])=[O:17])=[O:11])([CH3:8])([CH3:7])[CH3:6].